This data is from Reaction yield outcomes from USPTO patents with 853,638 reactions. The task is: Predict the reaction yield, written as a fraction of the theoretical maximum amount of product (1.0 means a 100% yield; for example, 0.34 means a 34% yield). (1) The reactants are [Cl:1][C:2]1[CH:32]=[CH:31][C:5]([CH2:6][N:7]2[C:15]3[C:14](=[O:16])[NH:13][C:12](=[O:17])[N:11]([CH3:18])[C:10]=3[N:9]=[C:8]2[O:19][C:20]2[CH:25]=[CH:24][CH:23]=[C:22]([O:26][C:27]([F:30])([F:29])[F:28])[CH:21]=2)=[CH:4][CH:3]=1.C(=O)([O-])[O-].[K+].[K+].Cl[CH2:40][C:41](=[O:43])[CH3:42]. The catalyst is CCCC[N+](CCCC)(CCCC)CCCC.[I-].CN(C=O)C.O. The product is [Cl:1][C:2]1[CH:3]=[CH:4][C:5]([CH2:6][N:7]2[C:15]3[C:14](=[O:16])[N:13]([CH2:40][C:41](=[O:43])[CH3:42])[C:12](=[O:17])[N:11]([CH3:18])[C:10]=3[N:9]=[C:8]2[O:19][C:20]2[CH:25]=[CH:24][CH:23]=[C:22]([O:26][C:27]([F:30])([F:28])[F:29])[CH:21]=2)=[CH:31][CH:32]=1. The yield is 0.790. (2) The reactants are [Cl:1][C:2]1[C:3]([F:22])=[C:4]([CH:19]=[CH:20][CH:21]=1)[NH:5][C:6]1[C:15]2[C:10](=[CH:11][C:12]([O:17][CH3:18])=[C:13]([OH:16])[CH:14]=2)[N:9]=[CH:8][N:7]=1.[N+](C1C=CC(S(O[C@H:36]2[CH2:40][CH2:39][N:38]([C:41]([O:43][C:44]([CH3:47])([CH3:46])[CH3:45])=[O:42])[CH2:37]2)(=O)=O)=CC=1)([O-])=O.[F-].[Cs+].CN(C)C=O. The catalyst is C(OCC)(=O)C. The product is [Cl:1][C:2]1[C:3]([F:22])=[C:4]([CH:19]=[CH:20][CH:21]=1)[NH:5][C:6]1[C:15]2[C:10](=[CH:11][C:12]([O:17][CH3:18])=[C:13]([O:16][C@@H:40]3[CH2:36][CH2:37][N:38]([C:41]([O:43][C:44]([CH3:47])([CH3:46])[CH3:45])=[O:42])[CH2:39]3)[CH:14]=2)[N:9]=[CH:8][N:7]=1. The yield is 0.380. (3) The reactants are [F:1][C:2]1[CH:7]=[CH:6][C:5]([S:8][CH2:9][CH2:10][CH2:11][C:12]([OH:14])=O)=[CH:4][CH:3]=1.[F:15][C:16]1[CH:17]=[CH:18][C:19]([O:23][CH3:24])=[C:20]([CH:22]=1)[NH2:21].[F:25][C:26]1[CH:31]=[CH:30][C:29]([S:32][CH2:33][CH2:34][CH2:35][C:36](NC2C3C(=CC=CC=3)C=CN=2)=[O:37])=[CH:28][CH:27]=1.[H-].[Na+].IC. The catalyst is CN(C)C=O.O. The product is [F:15][C:16]1[CH:17]=[CH:18][C:19]([O:23][CH3:24])=[C:20]([NH:21][C:12](=[O:14])[CH2:11][CH2:10][CH2:9][S:8][C:5]2[CH:4]=[CH:3][C:2]([F:1])=[CH:7][CH:6]=2)[CH:22]=1.[F:15][C:16]1[CH:17]=[CH:18][C:19]([O:23][CH3:24])=[C:20]([N:21]([CH3:2])[C:36](=[O:37])[CH2:35][CH2:34][CH2:33][S:32][C:29]2[CH:30]=[CH:31][C:26]([F:25])=[CH:27][CH:28]=2)[CH:22]=1. The yield is 0.0600. (4) The yield is 0.780. The product is [Br:1][C:2]1[CH:7]=[C:6]([C:8]([CH3:9])([CH3:11])[CH3:10])[C:5]([N+:13]([O-:15])=[O:14])=[CH:4][C:3]=1[NH2:12]. The reactants are [Br:1][C:2]1[CH:7]=[C:6]([C:8]([CH3:11])([CH3:10])[CH3:9])[CH:5]=[CH:4][C:3]=1[NH2:12].[N+:13]([O-])([O-:15])=[O:14].[K+]. The catalyst is OS(O)(=O)=O. (5) The reactants are [NH2:1][C:2]1[N:7]=[C:6]([C:8]([F:11])([F:10])[F:9])[C:5]([C:12]2[CH:17]=[C:16]([N:18]3[C@@H:22]([CH2:23][O:24][Si](C(C)(C)C)(C4C=CC=CC=4)C4C=CC=CC=4)[C@H:21]([C:42]4[CH:47]=[CH:46][C:45]([O:48][CH3:49])=[CH:44][CH:43]=4)[O:20][C:19]3=[O:50])[N:15]=[C:14]([N:51]3[CH2:56][CH2:55][O:54][CH2:53][CH2:52]3)[N:13]=2)=[CH:4][N:3]=1.CCCC[N+](CCCC)(CCCC)CCCC.[F-]. The catalyst is C1COCC1. The product is [NH2:1][C:2]1[N:7]=[C:6]([C:8]([F:11])([F:10])[F:9])[C:5]([C:12]2[CH:17]=[C:16]([N:18]3[C@@H:22]([CH2:23][OH:24])[C@H:21]([C:42]4[CH:43]=[CH:44][C:45]([O:48][CH3:49])=[CH:46][CH:47]=4)[O:20][C:19]3=[O:50])[N:15]=[C:14]([N:51]3[CH2:52][CH2:53][O:54][CH2:55][CH2:56]3)[N:13]=2)=[CH:4][N:3]=1. The yield is 0.500. (6) The reactants are [C:1]([O:4][C@@:5]1(C(C)(C)C)[CH:18]=[CH:17][C@@H:16]2[C@@:7]34[CH2:22][CH2:21][N:19]([CH3:20])[C@@H:15]2[CH2:14][C:13]2[C:8]3=[C:9]([O:29][C@@H:6]14)[C:10]([F:28])([O:23]O[SiH](C)C)[CH2:11][CH:12]=2)(=[O:3])[NH2:2].CCCC[N+](CCCC)(CCCC)CCCC.[F-]. The catalyst is C1COCC1. The product is [C:1](=[O:3])([OH:4])[NH2:2].[F:28][C:10]1([OH:23])[C:9]2[O:29][C@@H:6]3[C@@:7]45[CH2:22][CH2:21][N:19]([CH3:20])[C@@H:15]([C@@H:16]4[CH:17]=[CH:18][C@@H:5]3[OH:4])[CH2:14][C:13]([C:8]5=2)=[CH:12][CH2:11]1. The yield is 0.720. (7) The reactants are B(Br)(Br)Br.[Cl:5][C:6]1[CH:11]=[CH:10][C:9]([CH2:12][C:13]#[N:14])=[CH:8][C:7]=1[O:15]C.O. The catalyst is ClCCl. The product is [Cl:5][C:6]1[CH:11]=[CH:10][C:9]([CH2:12][C:13]#[N:14])=[CH:8][C:7]=1[OH:15]. The yield is 0.850. (8) The reactants are [N+](C1C=CC(C[O:9][C:10]([C:12]2[N:13]3[C@H:16]([S:17][CH:18]=2)[C@:15](Br)([C@H:19]([C:21]2[N:22]=[C:23]4[N:27]([CH:28]=2)[CH2:26][CH2:25][S:24]4)[OH:20])[C:14]3=[O:30])=[O:11])=CC=1)([O-])=O.P([O-])([O-])([O-])=O.[OH-].[Na+].C(OCC)(=O)C. The catalyst is C1COCC1.C(#N)C.[Zn]. The product is [S:24]1[CH2:25][CH2:26][N:27]2[CH:28]=[C:21]([C@@H:19]([OH:20])[C@H:15]3[C:14](=[O:30])[N:13]4[C@@H:16]3[S:17][CH:18]=[C:12]4[C:10]([OH:11])=[O:9])[N:22]=[C:23]12. The yield is 0.130.